This data is from Reaction yield outcomes from USPTO patents with 853,638 reactions. The task is: Predict the reaction yield, written as a fraction of the theoretical maximum amount of product (1.0 means a 100% yield; for example, 0.34 means a 34% yield). The reactants are C(OC([N:8]1[CH2:13][CH2:12][CH:11]([O:14][C:15]2[CH:20]=[CH:19][C:18]([C:21]3[C:22]([CH3:28])=[N:23][NH:24][C:25](=[O:27])[CH:26]=3)=[CH:17][CH:16]=2)[CH2:10][CH2:9]1)=O)(C)(C)C.[ClH:29]. The catalyst is O1CCOCC1.O. The product is [ClH:29].[CH3:28][C:22]1[C:21]([C:18]2[CH:17]=[CH:16][C:15]([O:14][CH:11]3[CH2:12][CH2:13][NH:8][CH2:9][CH2:10]3)=[CH:20][CH:19]=2)=[CH:26][C:25](=[O:27])[NH:24][N:23]=1. The yield is 0.920.